This data is from Experimentally validated miRNA-target interactions with 360,000+ pairs, plus equal number of negative samples. The task is: Binary Classification. Given a miRNA mature sequence and a target amino acid sequence, predict their likelihood of interaction. (1) The miRNA is rno-miR-16-5p with sequence UAGCAGCACGUAAAUAUUGGCG. The protein sequence of the target gene is MAQALLVPPGPESFRLFTRESLAAIEKRAAEEKAKKPKKEQDIDDENKPKPNSDLEAGKNLPFIYGDIPPEMVSEPLEDLDPYYVSKKTFVVLNKGKAIFRFSATSALYILTPLNPVRKIAIKILVHSLFSMLIMCTILTNCVFMTLSNPPDWTKNVEYTFTGIYTFESLIKILARGFCLEDFTFLRDPWNWLDFSVIVMAYVTEFVDLGNVSALRTFRVLRALKTISVIPGLKTIVGALIQSVKKLSDVMILTVFCLSVFALIGLQLFMGNLRNKCLQWPPSDSAFEINTTSYFNGTMD.... Result: 0 (no interaction). (2) The miRNA is hsa-miR-4736 with sequence AGGCAGGUUAUCUGGGCUG. The protein sequence of the target gene is MVRISKPKTFQAYLDDCHRRYSCAHCRAHLANHDDLISKSFQGSQGRAYLFNSVVNVGCGPAEERVLLTGLHAVADIHCENCKTTLGWKYEQAFESSQKYKEGKYIIELNHMIKDNGWD. Result: 0 (no interaction). (3) The miRNA is hsa-miR-1288-5p with sequence GCAGAUCAGGACUGUAACUCACC. The protein sequence of the target gene is MDSDETGFEHSGLWVSVLAGLLLGACQAHPIPDSSPLLQFGGQVRQRYLYTDDAQQTEAHLEIREDGTVGGAADQSPESLLQLKALKPGVIQILGVKTSRFLCQRPDGALYGSLHFDPEACSFRELLLEDGYNVYQSEAHGLPLHLPGNKSPHRDPAPRGPARFLPLPGLPPALPEPPGILAPQPPDVGSSDPLSMVGPSQGRSPSYAS. Result: 0 (no interaction). (4) The protein sequence of the target gene is MISPSFRKGMLKERVMDLASQTTILPLLFGCLGIFSLFRLLQRIRSKAYLRNAVVVVTGATSGLGRECAKVFHAAGAKLVLCGRNVKALEELSRELAGSSQGQTHQPFVVTFDLADPGTIAAAAAEILQCFGYVDVLINNAGISYRGTISDTIVDVDRKVMEINYFGPVALTKALLPSMVERKQGHIVAISSIQGKISIPFRSAYSASKHATQAFFDCLRAEMEEANIKVTVISPGYIHTNLSVNAVTADGSRYGALDKNTAQGRSAAEVAQDVFDAVGKKKKDVLLTDFVPSMAVYIRT.... The miRNA is hsa-miR-3671 with sequence AUCAAAUAAGGACUAGUCUGCA. Result: 0 (no interaction). (5) The miRNA is hsa-miR-6841-5p with sequence UAGGGUACUCAGAGCAAGUUGU. The protein sequence of the target gene is MAARAGFQSVAPSGGAGASGGAGVAAALGPGGTPGPPVRMGPAPGQGLYRSPMPGAAYPRPGMLPGSRMTPQGPSMGPPGYGGNPSVRPGLAQSGMDQSRKRPAPQQIQQVQQQAVQNRNHNAKKKKMADKILPQRIRELVPESQAYMDLLAFERKLDQTIMRKRLDIQEALKRPIKQKRKLRIFISNTFNPAKSDAEDGEGTVASWELRVEGRLLEDAALSKYDATKQKRKFSSFFKSLVIELDKDLYGPDNHLVEWHRTATTQETDGFQVKRPGDVNVRCTVLLMLDYQPPQFKLDPR.... Result: 0 (no interaction). (6) The miRNA is hsa-miR-3691-3p with sequence ACCAAGUCUGCGUCAUCCUCUC. The protein sequence of the target gene is MAAAPSALLLLPPFPVLSTYRLQSRSRPSAPETDDSRVGGIMRGEKNYYFRGAAGDHGSCPTTTSPLASALLMPSEAVSSSWSESGGGLSGGDEEDTRLLQLLRTARDPSEAFQALQAALPRRGGRLGFPRRKEALYRALGRVLVEGGSDEKRLCLQLLSDVLRGQGEAGQLEEAFSLALLPQLVVSLREENPALRKDALQILHICLKRSPGEVLRTLIQQGLESTDARLRASTALLLPILLTTEDLLLGLDLTEVIISLARKLGDQETEEESETAFSALQQIGERLGQDRFQSYISRLP.... Result: 0 (no interaction). (7) The miRNA is hsa-miR-6742-5p with sequence AGUGGGGUGGGACCCAGCUGUU. The protein sequence of the target gene is MASTTSTKKMMEEATCSICLSLMTNPVSINCGHSYCHLCITDFFKNPSQKQLRQETFCCPQCRAPFHMDSLRPNKQLGSLIEALKETDQEMSCEEHGEQFHLFCEDEGQLICWRCERAPQHKGHTTALVEDVCQGYKEKLQKAVTKLKQLEDRCTEQKLSTAMRITKWKEKVQIQRQKIRSDFKNLQCFLHEEEKSYLWRLEKEEQQTLSRLRDYEAGLGLKSNELKSHILELEEKCQGSAQKLLQNVNDTLSRSWAVKLETSEAVSLELHTMCNVSKLYFDVKKMLRSHQVSVTLDPDT.... Result: 0 (no interaction). (8) The miRNA is hsa-miR-642b-5p with sequence GGUUCCCUCUCCAAAUGUGUCU. The protein sequence of the target gene is MLCFLRGMAFVPFLLVTWSSAAFIISYVVAVLSGHVNPFLPYISDTGTTPPESGIFGFMINFSAFLGAATMYTRYKIVQKQNQTCYFSTPVFNLVSLVLGLVGCFGMGIVANFQELAVPVVHDGGALLAFVCGVVYTLLQSIISYKSCPQWNSLSTCHIRMVISAVSCAAVIPMIVCASLISITKLEWNPREKDYVYHVVSAICEWTVAFGFIFYFLTFIQDFQSVTLRISTEINGDI. Result: 0 (no interaction). (9) The miRNA is mmu-miR-1298-5p with sequence UUCAUUCGGCUGUCCAGAUGUA. The protein sequence of the target gene is MEGALTARQIVNEGDSSLATELQEEPEESPGPVVDENIVSAKKQGQSTHNWSGDWSFWISSSTYKDRNEEYRQQFTHLPDSEKLIADYACALQKDILVQGRLYLSEKWLCFYSNIFRWETTISIALKNITFMTKEKTARLIPNAIQIITEGEKFFFTSFGARDRSYLIIFRLWQNVLLDKSLTRQEFWQLLQQNYGTELGLNAEEMEHLLSVEENVQPRSPGRSSVDDAGERDEKFSKAVSFTQESVSRASETEPLDGNSPKRGLGKEDSQSERNVRKSPSLASEKRISRAPSKSLDLNK.... Result: 1 (interaction).